The task is: Predict the reaction yield, written as a fraction of the theoretical maximum amount of product (1.0 means a 100% yield; for example, 0.34 means a 34% yield).. This data is from Reaction yield outcomes from USPTO patents with 853,638 reactions. (1) The catalyst is C(Cl)Cl. The product is [Cl:8][C:6]1[CH:5]=[C:4]([NH:9][CH2:10][C:11]([N:13]2[CH2:14][CH:15]([N:20]([CH3:30])[C:21]3[C:22]4[CH:29]=[CH:28][NH:27][C:23]=4[N:24]=[CH:25][N:26]=3)[CH2:19]2)=[O:12])[CH:3]=[C:2]([Cl:1])[CH:7]=1. The reactants are [Cl:1][C:2]1[CH:3]=[C:4]([NH:9][CH2:10][C:11]([N:13]2[CH2:19]CCC[CH:15]([N:20]([CH3:30])[C:21]3[C:22]4[CH:29]=[CH:28][NH:27][C:23]=4[N:24]=[CH:25][N:26]=3)[CH2:14]2)=[O:12])[CH:5]=[C:6]([Cl:8])[CH:7]=1.CO. The yield is 0.230. (2) The reactants are ClC1[C:7]([C:8]2[CH:9]=[C:10]3[C:14](=[CH:15][CH:16]=2)NN=C3)=CC=CN=1.CC1C=C(B(O)O)C=CC=1.Br[C:28]1[C:33]([Cl:34])=[CH:32][CH:31]=[CH:30][N:29]=1.C([O-])([O-])=O.[Na+].[Na+]. The catalyst is O1CCOCC1.C1C=CC([P]([Pd]([P](C2C=CC=CC=2)(C2C=CC=CC=2)C2C=CC=CC=2)([P](C2C=CC=CC=2)(C2C=CC=CC=2)C2C=CC=CC=2)[P](C2C=CC=CC=2)(C2C=CC=CC=2)C2C=CC=CC=2)(C2C=CC=CC=2)C2C=CC=CC=2)=CC=1. The product is [Cl:34][C:33]1[C:28]([C:15]2[CH:14]=[CH:10][CH:9]=[C:8]([CH3:7])[CH:16]=2)=[N:29][CH:30]=[CH:31][CH:32]=1. The yield is 0.610.